From a dataset of Catalyst prediction with 721,799 reactions and 888 catalyst types from USPTO. Predict which catalyst facilitates the given reaction. (1) Reactant: Cl[C:2]1[C:7]([Cl:8])=[CH:6][C:5]([N+:9]([O-:11])=[O:10])=[CH:4][N:3]=1.[I-:12].[K+]. Product: [Cl:8][C:7]1[C:2]([I:12])=[N:3][CH:4]=[C:5]([N+:9]([O-:11])=[O:10])[CH:6]=1. The catalyst class is: 15. (2) Reactant: [C:1]([O:5][C:6]([N:8]([C:16]1[CH:21]=[CH:20][CH:19]=[C:18]([CH3:22])[N:17]=1)[C:9](=[O:15])[O:10][C:11]([CH3:14])([CH3:13])[CH3:12])=[O:7])([CH3:4])([CH3:3])[CH3:2].N(C(C)(C)C#N)=NC(C)(C)C#N.[Br:35]N1C(C)(C)C(=O)N(Br)C1=O. Product: [C:1]([O:5][C:6]([N:8]([C:9]([O:10][C:11]([CH3:14])([CH3:13])[CH3:12])=[O:15])[C:16]1[CH:21]=[CH:20][CH:19]=[C:18]([CH2:22][Br:35])[N:17]=1)=[O:7])([CH3:2])([CH3:3])[CH3:4]. The catalyst class is: 159. (3) Reactant: [I:1][C:2]1[CH:9]=[CH:8][C:5]([CH2:6]Br)=[CH:4][CH:3]=1.[P:10]([O:17]CC)([O:14][CH2:15][CH3:16])[O:11][CH2:12][CH3:13]. Product: [I:1][C:2]1[CH:9]=[CH:8][C:5]([CH2:6][P:10](=[O:17])([O:14][CH2:15][CH3:16])[O:11][CH2:12][CH3:13])=[CH:4][CH:3]=1. The catalyst class is: 25. (4) Reactant: [NH2:1][C@H:2]([C:6]([OH:8])=[O:7])[CH:3]([CH3:5])[CH3:4].C(=O)([O-])[O-].[Na+].[Na+].[CH2:15]([O:19][C:20](Cl)=[O:21])[CH:16]([CH3:18])[CH3:17]. Product: [CH2:15]([O:19][C:20]([NH:1][C@H:2]([C:6]([OH:8])=[O:7])[CH:3]([CH3:5])[CH3:4])=[O:21])[CH:16]([CH3:18])[CH3:17]. The catalyst class is: 127. (5) Reactant: [O:1]1[C:5]([C:6]2[CH:14]=[CH:13][C:9]([C:10]([NH2:12])=O)=[CH:8][CH:7]=2)=[CH:4][N:3]=[CH:2]1.B.C1COCC1. Product: [O:1]1[C:5]([C:6]2[CH:7]=[CH:8][C:9]([CH2:10][NH2:12])=[CH:13][CH:14]=2)=[CH:4][N:3]=[CH:2]1. The catalyst class is: 1. (6) Reactant: C(O)(C(F)(F)F)=O.C(OC(=O)[NH:14][C:15]1[CH:16]=[C:17]2[C:22](=[CH:23][CH:24]=1)[N:21]([C:25](=[O:30])[C:26]([F:29])([F:28])[F:27])[C:20]([CH3:32])([CH3:31])[CH:19]=[C:18]2[CH3:33])(C)(C)C.C1(C)C=CC=CC=1. Product: [NH2:14][C:15]1[CH:16]=[C:17]2[C:22](=[CH:23][CH:24]=1)[N:21]([C:25](=[O:30])[C:26]([F:29])([F:27])[F:28])[C:20]([CH3:32])([CH3:31])[CH:19]=[C:18]2[CH3:33]. The catalyst class is: 2.